Predict the product of the given reaction. From a dataset of Forward reaction prediction with 1.9M reactions from USPTO patents (1976-2016). (1) Given the reactants Cl[C:2]1[C:3](=[O:18])[N:4]([CH:15]([CH3:17])[CH3:16])[S:5](=[O:14])(=[O:13])[C:6]=1[C:7]1[CH:12]=[CH:11][CH:10]=[CH:9][CH:8]=1.[N:19]1[CH:24]=[CH:23][CH:22]=[CH:21][C:20]=1[N:25]1[CH2:28][CH:27]([NH2:29])[CH2:26]1, predict the reaction product. The product is: [CH:15]([N:4]1[C:3](=[O:18])[C:2]([NH:29][CH:27]2[CH2:26][N:25]([C:20]3[CH:21]=[CH:22][CH:23]=[CH:24][N:19]=3)[CH2:28]2)=[C:6]([C:7]2[CH:12]=[CH:11][CH:10]=[CH:9][CH:8]=2)[S:5]1(=[O:14])=[O:13])([CH3:17])[CH3:16]. (2) The product is: [F:32][C:27]1[CH:28]=[CH:29][CH:30]=[CH:31][C:26]=1[N:21]1[C:22]2[C:18](=[C:17]([N:14]3[CH2:13][CH:11]4[CH:10]([CH2:9][NH:8][CH2:12]4)[C:15]3=[O:16])[CH:25]=[CH:24][CH:23]=2)[CH:19]=[N:20]1. Given the reactants C([N:8]1[CH2:12][C@@H:11]2[CH2:13][N:14]([C:17]3[CH:25]=[CH:24][CH:23]=[C:22]4[C:18]=3[CH:19]=[N:20][N:21]4[C:26]3[CH:31]=[CH:30][CH:29]=[CH:28][C:27]=3[F:32])[C:15](=[O:16])[C@H:10]2[CH2:9]1)C1C=CC=CC=1, predict the reaction product. (3) Given the reactants [C:1]1([C:7]2[CH:15]=[C:14]3[C:10]([CH2:11][C:12](=[O:16])[NH:13]3)=[CH:9][CH:8]=2)[CH:6]=[CH:5][CH:4]=[CH:3][CH:2]=1.[OH:17][CH2:18][CH2:19][CH2:20][C:21]1[C:22]2[CH2:32][CH2:31][CH2:30][CH2:29][CH2:28][C:23]=2[NH:24][C:25]=1[CH:26]=O.N1CCCCC1, predict the reaction product. The product is: [OH:17][CH2:18][CH2:19][CH2:20][C:21]1[C:22]2[CH2:32][CH2:31][CH2:30][CH2:29][CH2:28][C:23]=2[NH:24][C:25]=1/[CH:26]=[C:11]1\[C:12](=[O:16])[NH:13][C:14]2[C:10]\1=[CH:9][CH:8]=[C:7]([C:1]1[CH:2]=[CH:3][CH:4]=[CH:5][CH:6]=1)[CH:15]=2. (4) Given the reactants [OH:1][C:2]1[CH:7]=[C:6]([O:8][CH3:9])[CH:5]=[CH:4][C:3]=1[C:10]([C:12]1[CH:17]=[CH:16][CH:15]=[C:14]([O:18][CH2:19][C:20]2[N:21]=[C:22]([C:26]3[CH:31]=[CH:30][CH:29]=[CH:28][CH:27]=3)[O:23][C:24]=2[CH3:25])[CH:13]=1)=[O:11].[CH3:32][Mg]Br.C(OCC)(=O)C, predict the reaction product. The product is: [OH:11][C:10]([C:3]1[CH:4]=[CH:5][C:6]([O:8][CH3:9])=[CH:7][C:2]=1[OH:1])([C:12]1[CH:17]=[CH:16][CH:15]=[C:14]([O:18][CH2:19][C:20]2[N:21]=[C:22]([C:26]3[CH:27]=[CH:28][CH:29]=[CH:30][CH:31]=3)[O:23][C:24]=2[CH3:25])[CH:13]=1)[CH3:32]. (5) Given the reactants O=[C:2]1[C:8]2[CH:9]=[CH:10][CH:11]=[CH:12][C:7]=2[CH2:6][CH2:5][CH2:4][CH:3]1[CH2:13][C:14]([OH:16])=O.O.[NH2:18][NH2:19], predict the reaction product. The product is: [N:18]1[NH:19][C:14](=[O:16])[CH2:13][CH:3]2[CH2:4][CH2:5][CH2:6][C:7]3[CH:12]=[CH:11][CH:10]=[CH:9][C:8]=3[C:2]=12. (6) Given the reactants [C:1]([O:5][C:6]([NH:8][C@:9]([O:25][CH2:26][CH2:27][Si:28]([CH3:31])([CH3:30])[CH3:29])([C:22]([O-:24])=[O:23])[CH2:10][CH:11](CC1C=CC=CC=1)[C:12]([O-:14])=[O:13])=[O:7])([CH3:4])([CH3:3])[CH3:2].[H][H], predict the reaction product. The product is: [C:1]([O:5][C:6]([NH:8][C@:9]([O:25][CH2:26][CH2:27][Si:28]([CH3:31])([CH3:30])[CH3:29])([C:22]([OH:24])=[O:23])[CH2:10][CH2:11][C:12]([OH:14])=[O:13])=[O:7])([CH3:2])([CH3:3])[CH3:4]. (7) Given the reactants [CH2:1]([O:3][C:4]([C:6]1[NH:7][C:8]2[C:13]([CH:14]=1)=[C:12]([OH:15])[CH:11]=[CH:10][CH:9]=2)=[O:5])[CH3:2].F[C:17]1[CH:22]=[CH:21][CH:20]=[CH:19][C:18]=1[N+:23]([O-:25])=[O:24].C(=O)([O-])[O-].[K+].[K+], predict the reaction product. The product is: [CH2:1]([O:3][C:4]([C:6]1[NH:7][C:8]2[C:13]([CH:14]=1)=[C:12]([O:15][C:17]1[CH:22]=[CH:21][CH:20]=[CH:19][C:18]=1[N+:23]([O-:25])=[O:24])[CH:11]=[CH:10][CH:9]=2)=[O:5])[CH3:2].